Dataset: Reaction yield outcomes from USPTO patents with 853,638 reactions. Task: Predict the reaction yield, written as a fraction of the theoretical maximum amount of product (1.0 means a 100% yield; for example, 0.34 means a 34% yield). (1) The reactants are [S:1]1[CH:5]=[CH:4][CH:3]=[C:2]1[C:6]1[NH:10][CH:9]=[C:8](/[CH:11]=[CH:12]/[C:13]([O:15][CH2:16][CH3:17])=[O:14])[CH:7]=1.[H][H]. The catalyst is C(O)C.[Pd]. The product is [S:1]1[CH:5]=[CH:4][CH:3]=[C:2]1[C:6]1[NH:10][CH:9]=[C:8]([CH2:11][CH2:12][C:13]([O:15][CH2:16][CH3:17])=[O:14])[CH:7]=1. The yield is 0.580. (2) The yield is 0.840. The product is [Br:1][C:2]1[CH:7]=[C:6]([N+:10]([O-:12])=[O:11])[C:5]([OH:8])=[C:4]([Cl:9])[CH:3]=1. The reactants are [Br:1][C:2]1[CH:7]=[CH:6][C:5]([OH:8])=[C:4]([Cl:9])[CH:3]=1.[N+:10]([O-])([OH:12])=[O:11].O. The catalyst is C(O)(=O)C.